From a dataset of Full USPTO retrosynthesis dataset with 1.9M reactions from patents (1976-2016). Predict the reactants needed to synthesize the given product. (1) Given the product [CH2:1]([C:8]1[O:9][C:10]([CH3:28])=[C:11]([CH3:27])[C:12]=1[C:13]([C:15]1[CH:16]=[C:17]([CH2:25][CH3:26])[C:18]([OH:23])=[C:19]([CH2:21][CH3:22])[CH:20]=1)=[O:14])[C:2]1[CH:3]=[CH:4][CH:5]=[CH:6][CH:7]=1, predict the reactants needed to synthesize it. The reactants are: [CH2:1]([C:8]1[O:9][C:10]([CH3:28])=[C:11]([CH3:27])[C:12]=1[C:13]([C:15]1[CH:20]=[C:19]([CH2:21][CH3:22])[C:18]([O:23]C)=[C:17]([CH2:25][CH3:26])[CH:16]=1)=[O:14])[C:2]1[CH:7]=[CH:6][CH:5]=[CH:4][CH:3]=1.B(Br)(Br)Br.C(Cl)Cl. (2) The reactants are: [NH:1]1[C:5]2=[N:6][CH:7]=[CH:8][CH:9]=[C:4]2[C:3]([CH:10]=[C:11]2[O:15][C:14]([NH:16][C:17]3[CH:22]=[CH:21][CH:20]=[CH:19][CH:18]=3)=[C:13](C(OCC)=O)[C:12]2=[O:28])=[CH:2]1. Given the product [NH:1]1[C:5]2=[N:6][CH:7]=[CH:8][CH:9]=[C:4]2[C:3]([CH:10]=[C:11]2[C:12](=[O:28])[CH:13]=[C:14]([NH:16][C:17]3[CH:22]=[CH:21][CH:20]=[CH:19][CH:18]=3)[O:15]2)=[CH:2]1, predict the reactants needed to synthesize it. (3) Given the product [CH2:5]([O:6][C:7]1[C:17]([O:18][CH2:19][CH2:20][CH2:21][CH2:22][CH2:45][CH3:46])=[C:16]([O:24][CH2:25][CH2:26][CH2:27][CH2:28][O:29][C:30](=[O:33])[CH:31]=[CH2:32])[CH:15]=[CH:14][C:8]=1[CH:9]=[CH:10][C:11]([OH:13])=[O:12])[CH2:4][CH2:3][CH2:2][CH2:37][CH3:38], predict the reactants needed to synthesize it. The reactants are: O[CH2:2][CH2:3][CH2:4][CH2:5][O:6][C:7]1[C:17]([O:18][CH2:19][CH2:20][CH2:21][CH2:22]O)=[C:16]([O:24][CH2:25][CH2:26][CH2:27][CH2:28][OH:29])[CH:15]=[CH:14][C:8]=1[CH:9]=[CH:10][C:11]([OH:13])=[O:12].[C:30](Cl)(=[O:33])[CH:31]=[CH2:32].CN(C)[C:37]1C=CC=C[CH:38]=1.O1CC[CH2:46][CH2:45]1. (4) The reactants are: [NH2:1][C:2]1[N:7]([CH2:8][CH2:9][C:10]2[CH:15]=[CH:14][C:13]([CH2:16][N:17]([CH3:19])[CH3:18])=[CH:12][CH:11]=2)[C:6](=[O:20])[N:5]([CH2:21][CH2:22][CH3:23])[C:4](=[O:24])[C:3]=1[N:25]=O.[NH4+]=S. Given the product [NH2:25][C:3]1[C:4](=[O:24])[N:5]([CH2:21][CH2:22][CH3:23])[C:6](=[O:20])[N:7]([CH2:8][CH2:9][C:10]2[CH:11]=[CH:12][C:13]([CH2:16][N:17]([CH3:18])[CH3:19])=[CH:14][CH:15]=2)[C:2]=1[NH2:1], predict the reactants needed to synthesize it. (5) The reactants are: Br[C:2]1[CH:7]=[CH:6][C:5]([C:8]([F:16])([F:15])[C:9]([N:11]([O:13][CH3:14])[CH3:12])=[O:10])=[CH:4][CH:3]=1.Br[C:18]1[CH:23]=[CH:22][C:21]([F:24])=[CH:20][N:19]=1.C[Sn](C)C.C[Sn](C)C. Given the product [F:15][C:8]([F:16])([C:5]1[CH:6]=[CH:7][C:2]([C:18]2[CH:23]=[CH:22][C:21]([F:24])=[CH:20][N:19]=2)=[CH:3][CH:4]=1)[C:9]([N:11]([O:13][CH3:14])[CH3:12])=[O:10], predict the reactants needed to synthesize it. (6) Given the product [F:1][C:2]1[CH:7]=[C:6]([F:8])[CH:5]=[CH:4][C:3]=1[C:9]1[C:14]([S:16]([OH:19])(=[O:18])=[O:17])=[CH:13][CH:12]=[CH:11][CH:10]=1, predict the reactants needed to synthesize it. The reactants are: [F:1][C:2]1[CH:7]=[C:6]([F:8])[CH:5]=[CH:4][C:3]=1[C:9]1[CH:14]=[CH:13][CH:12]=[CH:11][CH:10]=1.Cl[S:16]([OH:19])(=[O:18])=[O:17].